Task: Predict which catalyst facilitates the given reaction.. Dataset: Catalyst prediction with 721,799 reactions and 888 catalyst types from USPTO (1) Reactant: [C:1]([O:5][C:6]([NH:8][C:9]1[CH:10]=[C:11]([CH2:29][CH:30]([O:36][CH2:37][CH3:38])[C:31]([O:33]CC)=[O:32])[CH:12]=[CH:13][C:14]=1[O:15][CH2:16][CH2:17][C:18]1[CH:23]=[CH:22][C:21]([O:24][S:25]([CH3:28])(=[O:27])=[O:26])=[CH:20][CH:19]=1)=[O:7])([CH3:4])([CH3:3])[CH3:2].[OH-].[Li+]. Product: [C:1]([O:5][C:6]([NH:8][C:9]1[CH:10]=[C:11]([CH2:29][CH:30]([O:36][CH2:37][CH3:38])[C:31]([OH:33])=[O:32])[CH:12]=[CH:13][C:14]=1[O:15][CH2:16][CH2:17][C:18]1[CH:23]=[CH:22][C:21]([O:24][S:25]([CH3:28])(=[O:27])=[O:26])=[CH:20][CH:19]=1)=[O:7])([CH3:3])([CH3:4])[CH3:2]. The catalyst class is: 20. (2) Reactant: [CH2:1]([C:3]1[NH:7][N:6]=[C:5]([NH:8][C:9]2[C:18]3[C:13](=[CH:14][CH:15]=[CH:16][CH:17]=3)[N:12]=[C:11]([C:19]([C:21]3[CH:26]=[CH:25][C:24]([F:27])=[CH:23][CH:22]=3)=[O:20])[N:10]=2)[CH:4]=1)[CH3:2].[BH4-].[Na+].Cl. Product: [CH2:1]([C:3]1[NH:7][N:6]=[C:5]([NH:8][C:9]2[C:18]3[C:13](=[CH:14][CH:15]=[CH:16][CH:17]=3)[N:12]=[C:11]([CH:19]([C:21]3[CH:22]=[CH:23][C:24]([F:27])=[CH:25][CH:26]=3)[OH:20])[N:10]=2)[CH:4]=1)[CH3:2]. The catalyst class is: 92.